Predict the product of the given reaction. From a dataset of Forward reaction prediction with 1.9M reactions from USPTO patents (1976-2016). (1) Given the reactants C(OC([N:8]1[CH2:13][CH2:12][N:11]([C:14]2[S:15][C:16]([C:20]([F:23])([F:22])[F:21])=[C:17]([CH3:19])[N:18]=2)[CH2:10][CH2:9]1)=O)(C)(C)C.[ClH:24], predict the reaction product. The product is: [ClH:24].[CH3:19][C:17]1[N:18]=[C:14]([N:11]2[CH2:10][CH2:9][NH:8][CH2:13][CH2:12]2)[S:15][C:16]=1[C:20]([F:23])([F:21])[F:22]. (2) Given the reactants [Cl:1][C:2]1[N:7]=[CH:6][C:5]([C:8]2[S:12][C:11]([C:13]([O:15]C)=O)=[N:10][N:9]=2)=[C:4]([NH:17][CH:18]([CH3:20])[CH3:19])[CH:3]=1.[NH:21]1[CH2:27][CH2:26][CH2:25][C@H:22]1CO.[CH3:28][OH:29], predict the reaction product. The product is: [Cl:1][C:2]1[N:7]=[CH:6][C:5]([C:8]2[S:12][C:11]([C:13]([N:21]3[CH2:22][CH2:25][CH:26]([CH2:28][OH:29])[CH2:27]3)=[O:15])=[N:10][N:9]=2)=[C:4]([NH:17][CH:18]([CH3:20])[CH3:19])[CH:3]=1. (3) Given the reactants CC(C)(S([NH:6][C:7]([CH3:15])([CH2:13][CH3:14])[CH2:8][C:9]([O:11][CH3:12])=[O:10])=O)C.[ClH:17], predict the reaction product. The product is: [ClH:17].[NH2:6][C:7]([CH3:15])([CH2:13][CH3:14])[CH2:8][C:9]([O:11][CH3:12])=[O:10]. (4) The product is: [C:1]([O:9][C:10]1[CH:11]=[C:12]2[C:17](=[CH:18][C:19]=1[O:20][CH2:21][CH:22]1[CH2:27][CH2:26][N:25]([CH3:28])[CH2:24][CH2:23]1)[N:16]=[CH:15][N:14]=[C:13]2[Cl:32])(=[O:8])[C:2]1[CH:7]=[CH:6][CH:5]=[CH:4][CH:3]=1. Given the reactants [C:1]([O:9][C:10]1[CH:11]=[C:12]2[C:17](=[CH:18][C:19]=1[O:20][CH2:21][CH:22]1[CH2:27][CH2:26][N:25]([CH3:28])[CH2:24][CH2:23]1)[N:16]=[CH:15][N:14]=[C:13]2O)(=[O:8])[C:2]1[CH:7]=[CH:6][CH:5]=[CH:4][CH:3]=1.S(Cl)([Cl:32])=O, predict the reaction product. (5) The product is: [N:1]1[O:5][N:4]=[C:3]2[CH:6]=[C:7]([C:10]([N:21]3[CH2:20][CH2:13][CH2:15][CH2:23][CH2:22]3)=[O:12])[CH:8]=[CH:9][C:2]=12. Given the reactants [N:1]1[O:5][N:4]=[C:3]2[CH:6]=[C:7]([C:10]([OH:12])=O)[CH:8]=[CH:9][C:2]=12.[C:13]([C:20]1[NH:21][CH:22]=[CH:23]N=1)([C:15]1NC=CN=1)=O.N1CCCCC1, predict the reaction product. (6) Given the reactants [CH:1]([NH:4][C:5]1[C:14]2[C:9](=[CH:10][C:11]([C:15]3[CH:16]=[C:17]([CH:21]=[CH:22][C:23]=3[CH3:24])[C:18]([OH:20])=O)=[CH:12][CH:13]=2)[CH:8]=[N:7][N:6]=1)([CH3:3])[CH3:2].CN.[CH3:27][N:28](C(ON1N=NC2C=CC=NC1=2)=[N+](C)C)C.F[P-](F)(F)(F)(F)F, predict the reaction product. The product is: [CH:1]([NH:4][C:5]1[C:14]2[C:9](=[CH:10][C:11]([C:15]3[CH:16]=[C:17]([CH:21]=[CH:22][C:23]=3[CH3:24])[C:18]([NH:28][CH3:27])=[O:20])=[CH:12][CH:13]=2)[CH:8]=[N:7][N:6]=1)([CH3:3])[CH3:2]. (7) Given the reactants [F:1][C:2]1[C:7]([CH:8]([CH3:10])[CH3:9])=[CH:6][C:5]([C:11]2[CH:16]=[CH:15][C:14]([C:17]([F:20])([F:19])[F:18])=[CH:13][C:12]=2[CH:21]([NH:24][CH2:25][C:26]2[CH:31]=[CH:30][C:29]([O:32][CH3:33])=[CH:28][CH:27]=2)[C:22]#[N:23])=[C:4]([O:34][CH3:35])[CH:3]=1.[H-].[H-].[H-].[H-].[Li+].[Al+3].C1C[O:45][CH2:44]C1, predict the reaction product. The product is: [F:1][C:2]1[C:7]([CH:8]([CH3:10])[CH3:9])=[CH:6][C:5]([C:11]2[CH:16]=[CH:15][C:14]([C:17]([F:20])([F:19])[F:18])=[CH:13][C:12]=2[CH:21]2[N:24]([CH2:25][C:26]3[CH:27]=[CH:28][C:29]([O:32][CH3:33])=[CH:30][CH:31]=3)[C:44](=[O:45])[NH:23][CH2:22]2)=[C:4]([O:34][CH3:35])[CH:3]=1. (8) Given the reactants [Cl:1][C:2]1[N:7]=[C:6]([C:8]([OH:10])=[O:9])[CH:5]=[C:4]([C:11]([F:14])([F:13])[F:12])[CH:3]=1.[CH2:15](O)[CH3:16], predict the reaction product. The product is: [Cl:1][C:2]1[N:7]=[C:6]([C:8]([O:10][CH2:15][CH3:16])=[O:9])[CH:5]=[C:4]([C:11]([F:14])([F:12])[F:13])[CH:3]=1. (9) Given the reactants [Br:1][C:2]1[CH:11]=[C:10]2[C:5]([CH2:6][CH2:7][CH:8]([CH2:19][CH:20]3[CH2:25][CH2:24][N:23]([CH2:26][CH:27]([F:29])[F:28])[CH2:22][CH2:21]3)[C:9]32[C:15](=[O:16])[N:14]([CH3:17])[C:13](=O)[NH:12]3)=[CH:4][CH:3]=1.COC1C=CC(P2(SP(C3C=CC(OC)=CC=3)(=S)S2)=[S:39])=CC=1, predict the reaction product. The product is: [Br:1][C:2]1[CH:11]=[C:10]2[C:5]([CH2:6][CH2:7][CH:8]([CH2:19][CH:20]3[CH2:25][CH2:24][N:23]([CH2:26][CH:27]([F:29])[F:28])[CH2:22][CH2:21]3)[C:9]32[C:15](=[O:16])[N:14]([CH3:17])[C:13](=[S:39])[NH:12]3)=[CH:4][CH:3]=1.